This data is from Catalyst prediction with 721,799 reactions and 888 catalyst types from USPTO. The task is: Predict which catalyst facilitates the given reaction. (1) Reactant: [NH2:1][C:2]1[C:3]([F:16])=[C:4]([NH:9][S:10]([CH2:13][CH2:14][CH3:15])(=[O:12])=[O:11])[CH:5]=[CH:6][C:7]=1Cl. Product: [NH2:1][C:2]1[C:3]([F:16])=[C:4]([NH:9][S:10]([CH2:13][CH2:14][CH3:15])(=[O:12])=[O:11])[CH:5]=[CH:6][CH:7]=1. The catalyst class is: 5. (2) Reactant: I[C:2]1[C:10]2[C:5](=[N:6][CH:7]=[N:8][C:9]=2[NH2:11])[N:4]([C@H:12]2[CH2:17][CH2:16][C@@H:15]([N:18]3[CH2:23][CH2:22][N:21]([CH3:24])[CH2:20][CH2:19]3)[CH2:14][CH2:13]2)[N:3]=1.[F:25][C:26]1[CH:31]=[C:30](B2OC(C)(C)C(C)(C)O2)[CH:29]=[CH:28][C:27]=1[NH:41][C:42]1[O:43][C:44]2[CH:50]=[CH:49][CH:48]=[CH:47][C:45]=2[N:46]=1.O.C(=O)([O-])[O-].[Na+].[Na+]. Product: [NH2:11][C:9]1[N:8]=[CH:7][N:6]=[C:5]2[N:4]([C@H:12]3[CH2:17][CH2:16][C@@H:15]([N:18]4[CH2:23][CH2:22][N:21]([CH3:24])[CH2:20][CH2:19]4)[CH2:14][CH2:13]3)[N:3]=[C:2]([C:30]3[CH:29]=[CH:28][C:27]([NH:41][C:42]4[O:43][C:44]5[CH:50]=[CH:49][CH:48]=[CH:47][C:45]=5[N:46]=4)=[C:26]([F:25])[CH:31]=3)[C:10]=12. The catalyst class is: 659. (3) Reactant: CI.[CH2:3]([C:6]1[C:15]([OH:16])=[CH:14][CH:13]=[C:12]2[C:7]=1[CH2:8][CH2:9][C:10]([CH3:19])([CH3:18])[C:11]2=[O:17])[CH:4]=[CH2:5].[C:20](=O)([O-])[O-].[K+].[K+].CN(C)C=O. Product: [CH2:3]([C:6]1[C:15]([O:16][CH3:20])=[CH:14][CH:13]=[C:12]2[C:7]=1[CH2:8][CH2:9][C:10]([CH3:19])([CH3:18])[C:11]2=[O:17])[CH:4]=[CH2:5]. The catalyst class is: 84. (4) Reactant: C1C=CC(P(C2C(C3C(P(C4C=CC=CC=4)C4C=CC=CC=4)=CC=C4C=3C=CC=C4)=C3C(C=CC=C3)=CC=2)C2C=CC=CC=2)=CC=1.C(=O)([O-])[O-].[Cs+].[Cs+].[C:53]([N:60]1[CH2:65][CH2:64][NH:63][CH2:62][CH2:61]1)([O:55][C:56]([CH3:59])([CH3:58])[CH3:57])=[O:54].[CH2:66]([C:73]1[C:77]2[CH:78]=[C:79]([CH3:83])[CH:80]=[C:81](Br)[C:76]=2[O:75][C:74]=1[C:84]#[N:85])[C:67]1[CH:72]=[CH:71][CH:70]=[CH:69][CH:68]=1. Product: [C:56]([O:55][C:53]([N:60]1[CH2:61][CH2:62][N:63]([C:81]2[C:76]3[O:75][C:74]([C:84]#[N:85])=[C:73]([CH2:66][C:67]4[CH:72]=[CH:71][CH:70]=[CH:69][CH:68]=4)[C:77]=3[CH:78]=[C:79]([CH3:83])[CH:80]=2)[CH2:64][CH2:65]1)=[O:54])([CH3:59])([CH3:58])[CH3:57]. The catalyst class is: 533. (5) Reactant: [CH2:1]([O:3][C:4]([C:6]1[C:14]2[C:9](=[CH:10][CH:11]=[C:12]([OH:15])[CH:13]=2)[N:8]([C:16]2[CH:21]=[CH:20][C:19]([CH:22]([CH3:24])[CH3:23])=[CH:18][CH:17]=2)[C:7]=1[CH2:25][C:26]([O:28][CH2:29][CH3:30])=[O:27])=[O:5])[CH3:2].[F:31][C:32]([F:43])([F:42])[C:33]1[CH:34]=[C:35](B(O)O)[CH:36]=[CH:37][CH:38]=1. Product: [CH2:1]([O:3][C:4]([C:6]1[C:14]2[C:9](=[CH:10][CH:11]=[C:12]([O:15][C:37]3[CH:36]=[CH:35][CH:34]=[C:33]([C:32]([F:43])([F:42])[F:31])[CH:38]=3)[CH:13]=2)[N:8]([C:16]2[CH:17]=[CH:18][C:19]([CH:22]([CH3:24])[CH3:23])=[CH:20][CH:21]=2)[C:7]=1[CH2:25][C:26]([O:28][CH2:29][CH3:30])=[O:27])=[O:5])[CH3:2]. The catalyst class is: 17. (6) Reactant: [Cl:1][C:2]1[CH:9]=[CH:8][C:5]([C:6]#[N:7])=[C:4]([O:10][C@@H:11]([C:15]2[CH:20]=[CH:19][CH:18]=[CH:17][CH:16]=2)[CH2:12][CH2:13]Cl)[CH:3]=1.[I-:21].[Na+]. Product: [Cl:1][C:2]1[CH:9]=[CH:8][C:5]([C:6]#[N:7])=[C:4]([O:10][C@@H:11]([C:15]2[CH:20]=[CH:19][CH:18]=[CH:17][CH:16]=2)[CH2:12][CH2:13][I:21])[CH:3]=1. The catalyst class is: 21. (7) Reactant: [C:1]([O:5][C:6](=[O:14])[C:7]([CH3:13])([CH3:12])[CH2:8][C:9]([OH:11])=[O:10])([CH3:4])([CH3:3])[CH3:2].C(Cl)CCl.O[C@H:20]1[CH2:37][CH2:36][C@@:35]2([CH3:38])[C@@H:22]([CH2:23][CH2:24][C@:25]3([CH3:52])[C@@H:34]2[CH2:33][CH2:32][C@H:31]2[C@@:26]3([CH3:51])[CH2:27][CH2:28][C@@:29]3(/[CH:46]=[CH:47]/[C:48]([OH:50])=[O:49])[CH2:41][C:40](=[O:42])[C:39]([CH:43]([CH3:45])[CH3:44])=[C:30]32)[C:21]1([CH3:54])[CH3:53]. Product: [C:1]([O:5][C:6](=[O:14])[C:7]([CH3:13])([CH3:12])[CH2:8][C:9]([O:11][C@H:20]1[CH2:37][CH2:36][C@@:35]2([CH3:38])[C@@H:22]([CH2:23][CH2:24][C@:25]3([CH3:52])[C@@H:34]2[CH2:33][CH2:32][C@H:31]2[C@@:26]3([CH3:51])[CH2:27][CH2:28][C@@:29]3(/[CH:46]=[CH:47]/[C:48]([OH:50])=[O:49])[CH2:41][C:40](=[O:42])[C:39]([CH:43]([CH3:45])[CH3:44])=[C:30]32)[C:21]1([CH3:53])[CH3:54])=[O:10])([CH3:4])([CH3:2])[CH3:3]. The catalyst class is: 166.